Task: Predict the reaction yield, written as a fraction of the theoretical maximum amount of product (1.0 means a 100% yield; for example, 0.34 means a 34% yield).. Dataset: Reaction yield outcomes from USPTO patents with 853,638 reactions (1) The reactants are [CH:1]1([N:7]2[C:12]([OH:13])=[C:11]([C:14]([NH:16][CH2:17][C:18]([O:20]CC)=[O:19])=[O:15])[C:10](=[O:23])[NH:9][C:8]2=[O:24])[CH2:6][CH2:5][CH2:4][CH2:3][CH2:2]1.C(=O)([O-])[O-].[K+].[K+].[Cl:31][C:32]1[CH:39]=[CH:38][CH:37]=[C:36]([Cl:40])[C:33]=1[CH2:34]Br.Cl. The catalyst is CC(N(C)C)=O. The product is [CH:1]1([N:7]2[C:12]([OH:13])=[C:11]([C:14]([NH:16][CH2:17][C:18]([OH:20])=[O:19])=[O:15])[C:10](=[O:23])[N:9]([CH2:34][C:33]3[C:32]([Cl:31])=[CH:39][CH:38]=[CH:37][C:36]=3[Cl:40])[C:8]2=[O:24])[CH2:2][CH2:3][CH2:4][CH2:5][CH2:6]1. The yield is 0.320. (2) The reactants are [CH2:1]([O:4][N:5]([C:31]([O:33][C:34]([CH3:37])([CH3:36])[CH3:35])=[O:32])[C@H:6]1[CH2:11][N:10]([C:12]([O:14][C:15]([CH3:18])([CH3:17])[CH3:16])=[O:13])[C@H:9]([CH2:19][O:20][Si](C(C)(C)C)(C)C)[CH:8]=[C:7]1[CH2:28][O:29][CH3:30])[CH:2]=[CH2:3].CCCC[N+](CCCC)(CCCC)CCCC.[F-]. The catalyst is C1COCC1. The product is [CH2:1]([O:4][N:5]([C:31]([O:33][C:34]([CH3:37])([CH3:36])[CH3:35])=[O:32])[C@H:6]1[CH2:11][N:10]([C:12]([O:14][C:15]([CH3:18])([CH3:17])[CH3:16])=[O:13])[C@H:9]([CH2:19][OH:20])[CH:8]=[C:7]1[CH2:28][O:29][CH3:30])[CH:2]=[CH2:3]. The yield is 0.579. (3) The reactants are [Br:1][C:2]1[C:3]([OH:13])=[C:4]([C:10](=[O:12])[CH3:11])[CH:5]=[C:6]([Cl:9])[C:7]=1[CH3:8].C1(P(C2C=CC=CC=2)C2C=CC=CC=2)C=CC=CC=1.O[CH2:34][CH2:35][NH:36][C:37](=[O:43])[O:38][C:39]([CH3:42])([CH3:41])[CH3:40].N(C(OC(C)C)=O)=NC(OC(C)C)=O. The catalyst is C(Cl)Cl.O. The product is [C:10]([C:4]1[C:3]([O:13][CH2:34][CH2:35][NH:36][C:37](=[O:43])[O:38][C:39]([CH3:42])([CH3:41])[CH3:40])=[C:2]([Br:1])[C:7]([CH3:8])=[C:6]([Cl:9])[CH:5]=1)(=[O:12])[CH3:11]. The yield is 0.590. (4) The reactants are [C:1]1([C:7]2([N:14]3[CH2:19][CH2:18][CH:17]([N:20]4[C:24]5[CH:25]=[CH:26][CH:27]=[CH:28][C:23]=5[N:22]=[C:21]4[N:29]4[CH2:35][CH:34]5[N:36](C(OC(C)(C)C)=O)[CH:31]([CH2:32][CH2:33]5)[CH2:30]4)[CH2:16][CH2:15]3)[CH2:13][CH2:12][CH2:11][CH2:10][CH2:9][CH2:8]2)[CH:6]=[CH:5][CH:4]=[CH:3][CH:2]=1.FC(F)(F)C(O)=O. The catalyst is C(Cl)Cl. The product is [CH:31]12[NH:36][CH:34]([CH2:33][CH2:32]1)[CH2:35][N:29]([C:21]1[N:20]([CH:17]3[CH2:18][CH2:19][N:14]([C:7]4([C:1]5[CH:6]=[CH:5][CH:4]=[CH:3][CH:2]=5)[CH2:8][CH2:9][CH2:10][CH2:11][CH2:12][CH2:13]4)[CH2:15][CH2:16]3)[C:24]3[CH:25]=[CH:26][CH:27]=[CH:28][C:23]=3[N:22]=1)[CH2:30]2. The yield is 0.776.